From a dataset of Reaction yield outcomes from USPTO patents with 853,638 reactions. Predict the reaction yield, written as a fraction of the theoretical maximum amount of product (1.0 means a 100% yield; for example, 0.34 means a 34% yield). (1) The reactants are [CH3:1][C:2]([C:12]1[CH:16]=[C:15]([NH:17][C:18](=[O:33])[C:19]([CH3:32])([S:21]([CH:24]([CH:26]2[CH2:31][CH2:30][O:29][CH2:28][CH2:27]2)[CH3:25])(=[O:23])=[O:22])[CH3:20])[O:14][N:13]=1)([CH3:11])[CH2:3][O:4]C1CCCCO1.CC1C=CC(S(O)(=O)=O)=CC=1. The catalyst is C(Cl)Cl.CCOCC. The product is [OH:4][CH2:3][C:2]([C:12]1[CH:16]=[C:15]([NH:17][C:18](=[O:33])[C:19]([CH3:32])([S:21]([CH:24]([CH:26]2[CH2:31][CH2:30][O:29][CH2:28][CH2:27]2)[CH3:25])(=[O:23])=[O:22])[CH3:20])[O:14][N:13]=1)([CH3:11])[CH3:1]. The yield is 0.870. (2) The product is [C:9]([O:13][C:14](=[O:55])[C:15]([O:18]/[N:19]=[C:20](/[C:42]1[N:43]=[C:44]([NH:47][C:48]([O:50][C:51]([CH3:54])([CH3:53])[CH3:52])=[O:49])[S:45][CH:46]=1)\[C:21]([NH:23][C@@H:24]1[C:27](=[O:28])[N:26]([S:3]([O-:6])(=[O:5])=[O:4])[C@@H:25]1[CH2:29][N:30]1[CH:34]=[C:33]([C:35]2[CH:36]=[CH:37][N+:38]([CH3:41])=[CH:39][CH:40]=2)[N:32]=[N:31]1)=[O:22])([CH3:16])[CH3:17])([CH3:10])([CH3:11])[CH3:12]. The reactants are FC(F)(F)[S:3]([O-:6])(=[O:5])=[O:4].[C:9]([O:13][C:14](=[O:55])[C:15]([O:18]/[N:19]=[C:20](/[C:42]1[N:43]=[C:44]([NH:47][C:48]([O:50][C:51]([CH3:54])([CH3:53])[CH3:52])=[O:49])[S:45][CH:46]=1)\[C:21]([NH:23][C@@H:24]1[C:27](=[O:28])[NH:26][C@@H:25]1[CH2:29][N:30]1[CH:34]=[C:33]([C:35]2[CH:40]=[CH:39][N+:38]([CH3:41])=[CH:37][CH:36]=2)[N:32]=[N:31]1)=[O:22])([CH3:17])[CH3:16])([CH3:12])([CH3:11])[CH3:10]. The yield is 0.310. The catalyst is CN(C=O)C. (3) The reactants are Cl[C:2]1[CH:7]=[CH:6][N:5]=[C:4]2[CH:8]=[C:9]([C:11]3[S:12][C:13]([C:17]([N:19]4[CH2:24][CH2:23][N:22]([CH3:25])[CH2:21][CH2:20]4)=[O:18])=[C:14]([CH3:16])[N:15]=3)[S:10][C:3]=12.[CH3:26][C:27]1[NH:28][C:29]2[C:34]([CH:35]=1)=[CH:33][C:32]([OH:36])=[CH:31][CH:30]=2. No catalyst specified. The product is [CH3:16][C:14]1[N:15]=[C:11]([C:9]2[S:10][C:3]3[C:4](=[N:5][CH:6]=[CH:7][C:2]=3[O:36][C:32]3[CH:33]=[C:34]4[C:29](=[CH:30][CH:31]=3)[NH:28][C:27]([CH3:26])=[CH:35]4)[CH:8]=2)[S:12][C:13]=1[C:17]([N:19]1[CH2:24][CH2:23][N:22]([CH3:25])[CH2:21][CH2:20]1)=[O:18]. The yield is 0.510.